Dataset: Forward reaction prediction with 1.9M reactions from USPTO patents (1976-2016). Task: Predict the product of the given reaction. Given the reactants [Cl:1][C:2]1[CH:7]=[CH:6][C:5]([C:8]2[C:12]([CH3:13])=[CH:11][NH:10][C:9]=2[C:14]([O:16][CH2:17][CH3:18])=[O:15])=[C:4]([F:19])[CH:3]=1.[H-].[Na+].[CH2:22](Br)[C:23]1[CH:28]=[CH:27][CH:26]=[CH:25][CH:24]=1, predict the reaction product. The product is: [CH2:22]([N:10]1[CH:11]=[C:12]([CH3:13])[C:8]([C:5]2[CH:6]=[CH:7][C:2]([Cl:1])=[CH:3][C:4]=2[F:19])=[C:9]1[C:14]([O:16][CH2:17][CH3:18])=[O:15])[C:23]1[CH:28]=[CH:27][CH:26]=[CH:25][CH:24]=1.